From a dataset of Full USPTO retrosynthesis dataset with 1.9M reactions from patents (1976-2016). Predict the reactants needed to synthesize the given product. (1) Given the product [CH3:20][O:21][C:22]([C@H:24]1[CH2:29][CH2:28][C@H:27]([CH2:30][NH:31][C:11]2[CH:10]=[C:9]([O:18][CH3:19])[C:8]([F:7])=[CH:13][C:12]=2[N+:14]([O-:16])=[O:15])[CH2:26][CH2:25]1)=[O:23], predict the reactants needed to synthesize it. The reactants are: C([O-])([O-])=O.[K+].[K+].[F:7][C:8]1[CH:13]=[C:12]([N+:14]([O-:16])=[O:15])[C:11](F)=[CH:10][C:9]=1[O:18][CH3:19].[CH3:20][O:21][C:22]([C@H:24]1[CH2:29][CH2:28][C@H:27]([CH2:30][NH2:31])[CH2:26][CH2:25]1)=[O:23]. (2) Given the product [C:2]1([C:23]2[CH:28]=[CH:27][CH:26]=[CH:25][CH:24]=2)[CH:7]=[CH:6][CH:5]=[C:4]([N:8]2[C:16](=[O:17])[C:15]3[C@@H:14]4[C:18]([CH3:20])([CH3:19])[C@@:11]([CH3:21])([CH2:12][CH2:13]4)[C:10]=3[N:9]2[CH3:22])[CH:3]=1, predict the reactants needed to synthesize it. The reactants are: Br[C:2]1[CH:3]=[C:4]([N:8]2[C:16](=[O:17])[C:15]3[C@@H:14]4[C:18]([CH3:20])([CH3:19])[C@@:11]([CH3:21])([CH2:12][CH2:13]4)[C:10]=3[N:9]2[CH3:22])[CH:5]=[CH:6][CH:7]=1.[C:23]1(B(O)O)[CH:28]=[CH:27][CH:26]=[CH:25][CH:24]=1.P([O-])([O-])([O-])=O.[K+].[K+].[K+]. (3) Given the product [OH:17][C:11]1[CH:12]=[CH:13][C:14]([Br:16])=[CH:15][C:10]=1[NH:9][C:6](=[O:7])[CH2:5][C:1]([CH3:4])([CH3:3])[CH3:2], predict the reactants needed to synthesize it. The reactants are: [C:1]([CH2:5][C:6](Cl)=[O:7])([CH3:4])([CH3:3])[CH3:2].[NH2:9][C:10]1[CH:15]=[C:14]([Br:16])[CH:13]=[CH:12][C:11]=1[OH:17].C(N(CC)CC)C. (4) Given the product [CH3:19][O:18][C:11]1[CH:12]=[CH:13][CH:14]=[C:15]([O:16][CH3:17])[C:10]=1[CH:2]1[N:1]([CH2:30][C:26]2[CH:25]=[C:24]3[C:29](=[CH:28][CH:27]=2)[N:20]=[CH:21][CH:22]=[CH:23]3)[C:6](=[O:8])[CH2:5][CH2:4][CH2:3]1, predict the reactants needed to synthesize it. The reactants are: [NH2:1][CH:2]([C:10]1[C:15]([O:16][CH3:17])=[CH:14][CH:13]=[CH:12][C:11]=1[O:18][CH3:19])[CH2:3][CH2:4][CH2:5][C:6]([O:8]C)=O.[N:20]1[C:29]2[C:24](=[CH:25][C:26]([CH:30]=O)=[CH:27][CH:28]=2)[CH:23]=[CH:22][CH:21]=1. (5) Given the product [C:1]([O:5][C:6]([N:8]1[CH2:13][CH2:12][CH:11]([N:14]2[C:18]3=[N:19][C:20]([CH3:35])=[N:21][C:22]([O:23][C:24]4[CH:29]=[CH:28][C:27]([S:30]([CH3:33])(=[O:32])=[O:31])=[CH:26][CH:25]=4)=[C:17]3[CH:16]=[N:15]2)[CH2:10][CH2:9]1)=[O:7])([CH3:4])([CH3:3])[CH3:2], predict the reactants needed to synthesize it. The reactants are: [C:1]([O:5][C:6]([N:8]1[CH2:13][CH2:12][CH:11]([N:14]2[C:18]3=[N:19][C:20](Cl)=[N:21][C:22]([O:23][C:24]4[CH:29]=[CH:28][C:27]([S:30]([CH3:33])(=[O:32])=[O:31])=[CH:26][CH:25]=4)=[C:17]3[CH:16]=[N:15]2)[CH2:10][CH2:9]1)=[O:7])([CH3:4])([CH3:3])[CH3:2].[CH3:35][Al](C)C. (6) Given the product [Cl:1][C:2]1[CH:3]=[CH:4][C:5]([CH2:8][O:9][C:10]2[CH:15]=[CH:14][N:13]([C:16]3[CH:17]=[N:18][C:19]([N:22]4[CH2:23][CH2:24][CH:25]([NH:28][CH3:29])[CH2:26][CH2:27]4)=[CH:20][CH:21]=3)[C:12](=[O:37])[CH:11]=2)=[N:6][CH:7]=1, predict the reactants needed to synthesize it. The reactants are: [Cl:1][C:2]1[CH:3]=[CH:4][C:5]([CH2:8][O:9][C:10]2[CH:15]=[CH:14][N:13]([C:16]3[CH:17]=[N:18][C:19]([N:22]4[CH2:27][CH2:26][CH:25]([N:28](C(OC(C)(C)C)=O)[CH3:29])[CH2:24][CH2:23]4)=[CH:20][CH:21]=3)[C:12](=[O:37])[CH:11]=2)=[N:6][CH:7]=1. (7) Given the product [CH3:12][S:13]([C:16]1[CH:17]=[CH:18][C:19](/[C:22](=[CH:26]\[CH:27]2[CH2:32][CH2:31][O:30][CH2:29][CH2:28]2)/[C:23]([NH:1][C:2]2[S:3][C:4]([C:7]([O:9][CH2:10][CH3:11])=[O:8])=[CH:5][N:6]=2)=[O:24])=[CH:20][CH:21]=1)(=[O:15])=[O:14], predict the reactants needed to synthesize it. The reactants are: [NH2:1][C:2]1[S:3][C:4]([C:7]([O:9][CH2:10][CH3:11])=[O:8])=[CH:5][N:6]=1.[CH3:12][S:13]([C:16]1[CH:21]=[CH:20][C:19](/[C:22](=[CH:26]\[CH:27]2[CH2:32][CH2:31][O:30][CH2:29][CH2:28]2)/[C:23](O)=[O:24])=[CH:18][CH:17]=1)(=[O:15])=[O:14]. (8) Given the product [S:5]1[C:9]2[CH:10]=[CH:11][CH:12]=[C:13]([CH2:14][C:15]([OH:17])=[O:16])[C:8]=2[CH:7]=[CH:6]1, predict the reactants needed to synthesize it. The reactants are: C(O)CO.[S:5]1[C:9]2[CH:10]=[CH:11][CH:12]=[C:13]([CH:14](C#N)[C:15]([O:17]C(C)(C)C)=[O:16])[C:8]=2[CH:7]=[CH:6]1.[OH-].[K+].O.